From a dataset of Catalyst prediction with 721,799 reactions and 888 catalyst types from USPTO. Predict which catalyst facilitates the given reaction. (1) The catalyst class is: 8. Product: [NH4+:34].[OH:23][C:14]1[CH:13]=[CH:12][C:11]2[C:16](=[CH:17][CH:18]=[C:19]3[C:10]=2[CH:9]([C:25]2[CH:26]=[CH:27][C:28]([O:31][CH2:32][CH2:33][N:34]4[CH2:39][CH2:38][CH2:37][CH2:36][CH2:35]4)=[CH:29][CH:30]=2)[O:8][C:7]2[C:20]3=[CH:21][CH:22]=[C:5]([C:3]([O-:4])=[O:2])[CH:6]=2)[CH:15]=1. Reactant: C[O:2][C:3]([C:5]1[CH:6]=[C:7]2[C:20](=[CH:21][CH:22]=1)[C:19]1[C:10](=[C:11]3[C:16](=[CH:17][CH:18]=1)[CH:15]=[C:14]([O:23]C)[CH:13]=[CH:12]3)[CH:9]([C:25]1[CH:30]=[CH:29][C:28]([O:31][CH2:32][CH2:33][N:34]3[CH2:39][CH2:38][CH2:37][CH2:36][CH2:35]3)=[CH:27][CH:26]=1)[O:8]2)=[O:4].[OH-].[Na+]. (2) Reactant: [H-].[Na+].[C:3]1([CH2:9][CH2:10][CH:11]([C:17]([O:19][CH2:20][CH3:21])=[O:18])[C:12]([O:14][CH2:15][CH3:16])=[O:13])[CH:8]=[CH:7][CH:6]=[CH:5][CH:4]=1.Br[CH2:23][C:24]([C:26]1[CH:31]=[CH:30][C:29]([Br:32])=[CH:28][CH:27]=1)=[O:25].Cl. Product: [Br:32][C:29]1[CH:30]=[CH:31][C:26]([C:24](=[O:25])[CH2:23][C:11]([CH2:10][CH2:9][C:3]2[CH:4]=[CH:5][CH:6]=[CH:7][CH:8]=2)([C:17]([O:19][CH2:20][CH3:21])=[O:18])[C:12]([O:14][CH2:15][CH3:16])=[O:13])=[CH:27][CH:28]=1. The catalyst class is: 7. (3) The catalyst class is: 119. Reactant: [C:1]1([CH3:11])[CH:6]=[CH:5][C:4]([S:7](Cl)(=[O:9])=[O:8])=[CH:3][CH:2]=1.C(N(CC)CC)C.[F:19][C:20]1[CH:25]=[C:24]([N+:26]([O-:28])=[O:27])[CH:23]=[CH:22][C:21]=1[N:29]1[CH2:34][CH2:33][CH:32]([CH2:35][CH2:36][OH:37])[CH2:31][CH2:30]1.O. Product: [F:19][C:20]1[CH:25]=[C:24]([N+:26]([O-:28])=[O:27])[CH:23]=[CH:22][C:21]=1[N:29]1[CH2:30][CH2:31][CH:32]([CH2:35][CH2:36][O:37][S:7]([C:4]2[CH:5]=[CH:6][C:1]([CH3:11])=[CH:2][CH:3]=2)(=[O:9])=[O:8])[CH2:33][CH2:34]1. (4) Reactant: [CH:1]1([C:7]([C:9]2[O:10][C:11]3[CH:18]=[CH:17][C:16]([OH:19])=[CH:15][C:12]=3[C:13]=2[CH3:14])=[O:8])[CH2:6][CH2:5][CH2:4][CH2:3][CH2:2]1.[CH3:20][S:21][CH:22]([CH3:25])CO.[CH2:26](P(CCCC)CCCC)CCC.N(C(N1CCCCC1)=O)=NC(N1CCCCC1)=O. Product: [CH:1]1([C:7]([C:9]2[O:10][C:11]3[CH:18]=[CH:17][C:16]([O:19][CH2:26][CH2:25][CH2:22][S:21][CH3:20])=[CH:15][C:12]=3[C:13]=2[CH3:14])=[O:8])[CH2:2][CH2:3][CH2:4][CH2:5][CH2:6]1. The catalyst class is: 7. (5) Reactant: CC1(C)[N:6]([C:7]([O:9][C:10]([CH3:13])([CH3:12])[CH3:11])=[O:8])[C@@H:5]([C:14]([CH2:17][CH3:18])=[CH:15][CH3:16])[CH2:4][O:3]1.O.C1(C)C=CC(S(O)(=O)=O)=CC=1.C(N(CC)CC)C.C(OC(OC(C)(C)C)=O)(OC(C)(C)C)=O. Product: [CH2:17]([C:14](=[CH:15][CH3:16])[C@H:5]([NH:6][C:7](=[O:8])[O:9][C:10]([CH3:12])([CH3:11])[CH3:13])[CH2:4][OH:3])[CH3:18]. The catalyst class is: 5. (6) Reactant: [Cl:1][C:2]1[CH:7]=[CH:6][C:5]([C:8]#[C:9][CH2:10][NH2:11])=[CH:4][CH:3]=1.[H-].[H-].[H-].[H-].[Li+].[Al+3].O.[OH-].[Na+]. Product: [Cl:1][C:2]1[CH:3]=[CH:4][C:5]([CH:8]=[CH:9][CH2:10][NH2:11])=[CH:6][CH:7]=1. The catalyst class is: 1. (7) Reactant: [CH:1]1([CH2:4][CH:5]([C:8]2[CH:9]=[N:10][C:11]([C:14]([O:16]CC)=[CH2:15])=[CH:12][CH:13]=2)[C:6]#[N:7])[CH2:3][CH2:2]1.Cl. Product: [C:14]([C:11]1[N:10]=[CH:9][C:8]([CH:5]([CH2:4][CH:1]2[CH2:3][CH2:2]2)[C:6]#[N:7])=[CH:13][CH:12]=1)(=[O:16])[CH3:15]. The catalyst class is: 1. (8) Reactant: [CH3:1][O:2][C:3](=[O:23])[NH:4][C:5]1[CH:10]=[CH:9][C:8]([NH:11][CH2:12][CH2:13][N:14]2[CH2:19][CH2:18][CH2:17][CH2:16][CH2:15]2)=[C:7]([N+:20]([O-])=O)[CH:6]=1. Product: [CH3:1][O:2][C:3](=[O:23])[NH:4][C:5]1[CH:10]=[CH:9][C:8]([NH:11][CH2:12][CH2:13][N:14]2[CH2:19][CH2:18][CH2:17][CH2:16][CH2:15]2)=[C:7]([NH2:20])[CH:6]=1. The catalyst class is: 99.